This data is from Forward reaction prediction with 1.9M reactions from USPTO patents (1976-2016). The task is: Predict the product of the given reaction. (1) Given the reactants CCN=C=NCCCN(C)C.[F:12][C:13]1[CH:14]=[C:15]2[C:19](=[CH:20][CH:21]=1)[N:18]([CH3:22])[C:17]([C:23]([OH:25])=O)=[CH:16]2.[NH2:26][C@H:27]([C:31]([NH:33][CH:34]([CH:43]([OH:46])[CH2:44][F:45])[CH2:35][C:36]([O:38][C:39]([CH3:42])([CH3:41])[CH3:40])=[O:37])=[O:32])[CH:28]([CH3:30])[CH3:29], predict the reaction product. The product is: [F:12][C:13]1[CH:14]=[C:15]2[C:19](=[CH:20][CH:21]=1)[N:18]([CH3:22])[C:17]([C:23]([NH:26][C@H:27]([C:31]([NH:33][CH:34]([CH:43]([OH:46])[CH2:44][F:45])[CH2:35][C:36]([O:38][C:39]([CH3:40])([CH3:41])[CH3:42])=[O:37])=[O:32])[CH:28]([CH3:29])[CH3:30])=[O:25])=[CH:16]2. (2) Given the reactants CN(C)S([N:6]1[CH:10]=[CH:9][N:8]=[C:7]1[Si](C(C)(C)C)(C)C)(=O)=O.[F:19][C:20]1[CH:29]=[C:28]2[C:23]([C:24](=O)[CH2:25][CH2:26][O:27]2)=[CH:22][CH:21]=1, predict the reaction product. The product is: [F:19][C:20]1[CH:29]=[C:28]2[C:23]([C:24]([C:10]3[NH:6][CH:7]=[N:8][CH:9]=3)=[CH:25][CH2:26][O:27]2)=[CH:22][CH:21]=1. (3) Given the reactants [C:1]([N:8]1[CH2:13][CH2:12][C:11](=[O:14])[CH2:10][CH2:9]1)([O:3][C:4]([CH3:7])([CH3:6])[CH3:5])=[O:2].[CH3:15][Mg+].[Br-].[NH4+].[Cl-], predict the reaction product. The product is: [OH:14][C:11]1([CH3:15])[CH2:12][CH2:13][N:8]([C:1]([O:3][C:4]([CH3:7])([CH3:6])[CH3:5])=[O:2])[CH2:9][CH2:10]1. (4) The product is: [CH3:10][O:9][C:7](=[O:8])[C:6]([C:15]1[S:14][C:13]([CH3:12])=[CH:17][CH:16]=1)=[O:11]. Given the reactants [Cl-].[Cl-].[Cl-].[Al+3].Cl[C:6](=[O:11])[C:7]([O:9][CH3:10])=[O:8].[CH3:12][C:13]1[S:14][CH:15]=[CH:16][CH:17]=1, predict the reaction product. (5) Given the reactants [C:1]([O:5][C:6]([C:8]1[C:16]2[CH2:15][C@@H:14]([CH2:17][N:18]3C(=O)C4C(=CC=CC=4)C3=O)[N:13]([C@H:29]([C:31]3[CH:36]=[CH:35][CH:34]=[CH:33][CH:32]=3)[CH3:30])[CH2:12][C:11]=2[S:10][C:9]=1[NH2:37])=[O:7])([CH3:4])([CH3:3])[CH3:2].O.NN, predict the reaction product. The product is: [C:1]([O:5][C:6]([C:8]1[C:16]2[CH2:15][C@@H:14]([CH2:17][NH2:18])[N:13]([C@H:29]([C:31]3[CH:36]=[CH:35][CH:34]=[CH:33][CH:32]=3)[CH3:30])[CH2:12][C:11]=2[S:10][C:9]=1[NH2:37])=[O:7])([CH3:2])([CH3:3])[CH3:4]. (6) The product is: [Cl:7][C:8]1[N:9]=[C:10]([N:29]2[CH2:34][CH2:33][O:32][CH2:31][CH2:30]2)[C:11]2[S:16][C:15]([C:17]3[CH:18]=[C:19]([S:23]([CH2:24][C@@H:25]([OH:27])[CH3:26])(=[O:1])=[O:35])[CH:20]=[CH:21][CH:22]=3)=[C:14]([CH3:28])[C:12]=2[N:13]=1. Given the reactants [OH:1]OS([O-])=O.[K+].[Cl:7][C:8]1[N:9]=[C:10]([N:29]2[CH2:34][CH2:33][O:32][CH2:31][CH2:30]2)[C:11]2[S:16][C:15]([C:17]3[CH:18]=[C:19]([S:23][CH2:24][C@@H:25]([OH:27])[CH3:26])[CH:20]=[CH:21][CH:22]=3)=[C:14]([CH3:28])[C:12]=2[N:13]=1.[OH2:35], predict the reaction product. (7) Given the reactants [Cl:1][C:2]1[CH:3]=[C:4]([CH2:9][C:10]([OH:12])=O)[CH:5]=[C:6]([Cl:8])[CH:7]=1.[K+].[CH3:14][O:15][C:16](=[O:21])[CH2:17]C([O-])=O, predict the reaction product. The product is: [Cl:8][C:6]1[CH:5]=[C:4]([CH2:9][C:10](=[O:12])[CH2:17][C:16]([O:15][CH3:14])=[O:21])[CH:3]=[C:2]([Cl:1])[CH:7]=1. (8) Given the reactants [OH:1][CH:2]([CH2:7][CH3:8])[CH:3]([CH3:6])[CH:4]=[O:5].N1C=CN=[CH:10]1.Cl.[CH3:15][N:16](C)[OH:17].Cl, predict the reaction product. The product is: [OH:1][C@@H:2]([CH2:7][CH3:8])[C@@H:3]([CH3:6])[C:4]([N:16]([O:17][CH3:10])[CH3:15])=[O:5]. (9) Given the reactants [CH2:1]([NH2:3])[CH3:2].[N+:4]([C:7]1[CH:12]=[CH:11][C:10]([S:13](Cl)(=[O:15])=[O:14])=[CH:9][CH:8]=1)([O-:6])=[O:5], predict the reaction product. The product is: [CH2:1]([NH:3][S:13]([C:10]1[CH:9]=[CH:8][C:7]([N+:4]([O-:6])=[O:5])=[CH:12][CH:11]=1)(=[O:14])=[O:15])[CH3:2].